This data is from Full USPTO retrosynthesis dataset with 1.9M reactions from patents (1976-2016). The task is: Predict the reactants needed to synthesize the given product. (1) The reactants are: [CH3:1][C:2]([CH3:21])([CH3:20])[C:3]([C:5]1[O:6][C:7]2[CH:17]=[CH:16][C:15]([O:18][CH3:19])=[CH:14][C:8]=2[C:9]=1[CH2:10][C:11]([OH:13])=[O:12])=O.CCN(C(C)C)C(C)C.C1C=CC2N(O)N=NC=2C=1.C(Cl)CCl. Given the product [C:2]([C:3]1[O:12][C:11](=[O:13])[CH:10]=[C:9]2[C:8]3[CH:14]=[C:15]([O:18][CH3:19])[CH:16]=[CH:17][C:7]=3[O:6][C:5]=12)([CH3:21])([CH3:20])[CH3:1], predict the reactants needed to synthesize it. (2) Given the product [C:34]1([CH2:33][NH:1][CH2:2][CH2:3][CH2:4][N:5]([C:21]2[CH:26]=[C:25]([CH3:27])[N:24]=[C:23]([N:28]3[CH:32]=[CH:31][N:30]=[CH:29]3)[N:22]=2)[CH2:6][C:7]([NH:9][CH2:10][CH2:11][C:12]2[CH:20]=[CH:19][C:15]3[O:16][CH2:17][O:18][C:14]=3[CH:13]=2)=[O:8])[CH:39]=[CH:38][CH:37]=[CH:36][CH:35]=1, predict the reactants needed to synthesize it. The reactants are: [NH2:1][CH2:2][CH2:3][CH2:4][N:5]([C:21]1[CH:26]=[C:25]([CH3:27])[N:24]=[C:23]([N:28]2[CH:32]=[CH:31][N:30]=[CH:29]2)[N:22]=1)[CH2:6][C:7]([NH:9][CH2:10][CH2:11][C:12]1[CH:20]=[CH:19][C:15]2[O:16][CH2:17][O:18][C:14]=2[CH:13]=1)=[O:8].[CH:33](=O)[C:34]1[CH:39]=[CH:38][CH:37]=[CH:36][CH:35]=1.N1C=CC=CC=1.B.